This data is from Full USPTO retrosynthesis dataset with 1.9M reactions from patents (1976-2016). The task is: Predict the reactants needed to synthesize the given product. (1) Given the product [CH2:42]([O:41][C:39](=[O:40])[O:22][C:19]1[CH:18]=[CH:17][C:16]([C:13]2[N:12]([C:23]3[CH:28]=[CH:27][C:26]([Cl:29])=[CH:25][C:24]=3[Cl:30])[N:11]=[C:10]([C:8](=[O:9])[NH:7][N:1]3[CH2:6][CH2:5][CH2:4][CH2:3][CH2:2]3)[C:14]=2[CH3:15])=[CH:21][CH:20]=1)[CH2:43][CH3:44], predict the reactants needed to synthesize it. The reactants are: [N:1]1([NH:7][C:8]([C:10]2[C:14]([CH3:15])=[C:13]([C:16]3[CH:21]=[CH:20][C:19]([OH:22])=[CH:18][CH:17]=3)[N:12]([C:23]3[CH:28]=[CH:27][C:26]([Cl:29])=[CH:25][C:24]=3[Cl:30])[N:11]=2)=[O:9])[CH2:6][CH2:5][CH2:4][CH2:3][CH2:2]1.C(N(CC)CC)C.Cl[C:39]([O:41][CH2:42][CH2:43][CH3:44])=[O:40]. (2) Given the product [NH:1]1[C:9]2[C:4](=[CH:5][CH:6]=[C:7]([CH:10]=[O:11])[CH:8]=2)[CH:3]=[CH:2]1, predict the reactants needed to synthesize it. The reactants are: [NH:1]1[C:9]2[C:4](=[CH:5][CH:6]=[C:7]([CH2:10][OH:11])[CH:8]=2)[CH:3]=[CH:2]1. (3) Given the product [CH2:18]([C:4]1[N:3]([CH2:13][O:12][CH2:11][CH2:10][Si:9]([CH3:16])([CH3:15])[CH3:8])[CH:2]=[N:1][CH:5]=1)[CH2:19][CH3:20], predict the reactants needed to synthesize it. The reactants are: [NH:1]1[CH:5]=[CH:4][N:3]=[CH:2]1.[H-].[Na+].[CH3:8][Si:9]([CH3:16])([CH3:15])[CH2:10][CH2:11][O:12][CH2:13]Cl.O1C[CH2:20][CH2:19][CH2:18]1. (4) Given the product [CH3:1][S:2][C:3]1[S:11][C:10]2[C:5](=[N:6][CH:7]=[CH:8][C:9]=2[O:12][C:13]2[CH:18]=[CH:17][C:16]([NH:19][C:31]([NH:30][C:28](=[O:29])[CH2:27][C:21]3[CH:22]=[CH:23][CH:24]=[CH:25][CH:26]=3)=[S:32])=[CH:15][C:14]=2[F:20])[CH:4]=1, predict the reactants needed to synthesize it. The reactants are: [CH3:1][S:2][C:3]1[S:11][C:10]2[C:5](=[N:6][CH:7]=[CH:8][C:9]=2[O:12][C:13]2[CH:18]=[CH:17][C:16]([NH2:19])=[CH:15][C:14]=2[F:20])[CH:4]=1.[C:21]1([CH2:27][C:28]([N:30]=[C:31]=[S:32])=[O:29])[CH:26]=[CH:25][CH:24]=[CH:23][CH:22]=1. (5) Given the product [Ti:1]([Cl:5])([Cl:4])([Cl:3])[Cl:2].[OH-:8].[Ti+4:1].[OH-:8].[OH-:8].[OH-:8], predict the reactants needed to synthesize it. The reactants are: [Ti:1]([Cl:5])([Cl:4])([Cl:3])[Cl:2].NC(N)=[O:8].N.